Dataset: NCI-60 drug combinations with 297,098 pairs across 59 cell lines. Task: Regression. Given two drug SMILES strings and cell line genomic features, predict the synergy score measuring deviation from expected non-interaction effect. Drug 1: CC1=C2C(C(=O)C3(C(CC4C(C3C(C(C2(C)C)(CC1OC(=O)C(C(C5=CC=CC=C5)NC(=O)OC(C)(C)C)O)O)OC(=O)C6=CC=CC=C6)(CO4)OC(=O)C)OC)C)OC. Drug 2: CCCCC(=O)OCC(=O)C1(CC(C2=C(C1)C(=C3C(=C2O)C(=O)C4=C(C3=O)C=CC=C4OC)O)OC5CC(C(C(O5)C)O)NC(=O)C(F)(F)F)O. Cell line: U251. Synergy scores: CSS=57.7, Synergy_ZIP=9.26, Synergy_Bliss=7.68, Synergy_Loewe=-13.6, Synergy_HSA=9.86.